From a dataset of Forward reaction prediction with 1.9M reactions from USPTO patents (1976-2016). Predict the product of the given reaction. (1) Given the reactants [CH3:1][C:2]1[N:7]=[C:6]([C:8]2[C:9]([NH:14][C:15]3[C:16]4[CH:17]=[N:18][NH:19][C:20]=4[CH:21]=[CH:22][CH:23]=3)=[N:10][CH:11]=[CH:12][N:13]=2)[CH:5]=[C:4]([S:24][CH3:25])[N:3]=1.ClC1C=C(C=CC=1)C(OO)=[O:31], predict the reaction product. The product is: [CH3:1][C:2]1[N:7]=[C:6]([C:8]2[C:9]([NH:14][C:15]3[C:16]4[CH:17]=[N:18][NH:19][C:20]=4[CH:21]=[CH:22][CH:23]=3)=[N:10][CH:11]=[CH:12][N:13]=2)[CH:5]=[C:4]([S:24]([CH3:25])=[O:31])[N:3]=1. (2) Given the reactants Cl[C:2]1[C:7]2[N:8]=[C:9]([C:11]3[CH:12]=[C:13]([CH:31]=[CH:32][CH:33]=3)[C:14]([NH:16][CH2:17][CH2:18][CH:19]3[CH2:24][CH2:23][N:22]([C:25]4[CH:30]=[CH:29][N:28]=[CH:27][CH:26]=4)[CH2:21][CH2:20]3)=[O:15])[S:10][C:6]=2[CH:5]=[CH:4][CH:3]=1.FC(F)(F)C(O)=O.N1(C2C=CN=CC=2)CCC(CCN)CC1.S1C2C=CC=CC=2N=C1C1C=C(C=CC=1)C(O)=O.ClC1C2N=C(C3C=C(B(O)O)C=CC=3)SC=2C=CC=1.NC1C=CC=CC=1S.C(C1C=C(C=CC=1)C(OC)=O)=O, predict the reaction product. The product is: [S:10]1[C:6]2[CH:5]=[CH:4][CH:3]=[CH:2][C:7]=2[N:8]=[C:9]1[C:11]1[CH:12]=[C:13]([CH:31]=[CH:32][CH:33]=1)[C:14]([NH:16][CH2:17][CH2:18][CH:19]1[CH2:20][CH2:21][N:22]([C:25]2[CH:26]=[CH:27][N:28]=[CH:29][CH:30]=2)[CH2:23][CH2:24]1)=[O:15].